This data is from CYP3A4 inhibition data for predicting drug metabolism from PubChem BioAssay. The task is: Regression/Classification. Given a drug SMILES string, predict its absorption, distribution, metabolism, or excretion properties. Task type varies by dataset: regression for continuous measurements (e.g., permeability, clearance, half-life) or binary classification for categorical outcomes (e.g., BBB penetration, CYP inhibition). Dataset: cyp3a4_veith. (1) The result is 1 (inhibitor). The compound is CCc1nnc(NC(=O)CSc2nc(C3CCCCC3)nc3ccccc23)s1. (2) The drug is O=C(c1ccncc1)N1CCC2(CCCN(Cc3nccs3)C2)CC1. The result is 1 (inhibitor). (3) The molecule is Nc1nc2ncc(CNc3ccc(C(=O)N[C@@H](CCC(=O)O)C(=O)O)cc3)nc2c(=O)[nH]1. The result is 0 (non-inhibitor). (4) The molecule is Cc1nonc1NC(=O)Nc1cccnc1. The result is 0 (non-inhibitor). (5) The molecule is O=C(Nc1cccc(Cl)c1)N1CCN2C(=O)c3ccccc3C12c1ccccc1. The result is 0 (non-inhibitor).